From a dataset of Forward reaction prediction with 1.9M reactions from USPTO patents (1976-2016). Predict the product of the given reaction. (1) Given the reactants [CH2:1]([O:8][CH2:9][CH2:10][N:11]1[C:15]([C:16]2[CH:21]=[CH:20][C:19]([O:22]CC3C=CC=CC=3)=[CH:18][C:17]=2[O:30]CC2C=CC=CC=2)=[C:14]([CH:38]2[CH2:43][CH2:42][CH2:41][CH2:40][CH2:39]2)[C:13]2[S:44][C:45]([C:47]([O:49][CH3:50])=[O:48])=[CH:46][C:12]1=2)[C:2]1C=CC=CC=1.Br.C(O)(=[O:54])C, predict the reaction product. The product is: [C:1]([O:8][CH2:9][CH2:10][N:11]1[C:15]([C:16]2[CH:21]=[CH:20][C:19]([OH:22])=[CH:18][C:17]=2[OH:30])=[C:14]([CH:38]2[CH2:39][CH2:40][CH2:41][CH2:42][CH2:43]2)[C:13]2[S:44][C:45]([C:47]([O:49][CH3:50])=[O:48])=[CH:46][C:12]1=2)(=[O:54])[CH3:2]. (2) Given the reactants Cl[C:2]1[CH:3]=[C:4]([C:9]2[N:13]3[CH:14]=[CH:15][C:16]([C:19]([OH:22])([CH3:21])[CH3:20])=[C:17]([F:18])[C:12]3=[N:11][CH:10]=2)[CH:5]=[CH:6][C:7]=1[F:8].[C:23]([C:25]1[CH:30]=[CH:29][C:28](B(O)O)=[CH:27][CH:26]=1)#[N:24], predict the reaction product. The product is: [F:8][C:7]1[CH:6]=[CH:5][C:4]([C:9]2[N:13]3[CH:14]=[CH:15][C:16]([C:19]([OH:22])([CH3:21])[CH3:20])=[C:17]([F:18])[C:12]3=[N:11][CH:10]=2)=[CH:3][C:2]=1[C:28]1[CH:29]=[CH:30][C:25]([C:23]#[N:24])=[CH:26][CH:27]=1. (3) Given the reactants [C:1]([O:4][C@@H:5]1[C@:21]2([CH3:22])[C@H:8]([C@H:9]3[C@H:18]([CH2:19][CH2:20]2)[C:17]2[CH:16]=[C:15]([O:23][CH3:24])[C:14]([O:25][CH2:26]SC)=[CH:13][C:12]=2[CH2:11][CH2:10]3)[CH2:7][CH2:6]1)(=[O:3])[CH3:2].[P:29]([OH:47])([O:39][CH2:40][C:41]1[CH:46]=[CH:45][CH:44]=[CH:43][CH:42]=1)([O:31][CH2:32][C:33]1[CH:38]=[CH:37][CH:36]=[CH:35][CH:34]=1)=[O:30].IN1C(=O)CCC1=O, predict the reaction product. The product is: [C:1]([O:4][C@@H:5]1[C@:21]2([CH3:22])[C@H:8]([C@H:9]3[C@H:18]([CH2:19][CH2:20]2)[C:17]2[CH:16]=[C:15]([O:23][CH3:24])[C:14]([O:25][CH2:26][O:47][P:29]([O:31][CH2:32][C:33]4[CH:38]=[CH:37][CH:36]=[CH:35][CH:34]=4)([O:39][CH2:40][C:41]4[CH:46]=[CH:45][CH:44]=[CH:43][CH:42]=4)=[O:30])=[CH:13][C:12]=2[CH2:11][CH2:10]3)[CH2:7][CH2:6]1)(=[O:3])[CH3:2]. (4) Given the reactants [CH2:1]([O:8][C:9]1[C:10](=[O:17])[N:11]([CH3:16])[CH:12]=[C:13](Br)[CH:14]=1)[C:2]1[CH:7]=[CH:6][CH:5]=[CH:4][CH:3]=1.[C:18]1([C:24]2[CH:28]=[CH:27][NH:26][N:25]=2)[CH:23]=[CH:22][CH:21]=[CH:20][CH:19]=1.C([O-])([O-])=O.[K+].[K+].CNC1CCCCC1NC.CN(C)C1CCCCC1N, predict the reaction product. The product is: [CH2:1]([O:8][C:9]1[C:10](=[O:17])[N:11]([CH3:16])[CH:12]=[C:13]([N:26]2[CH:27]=[CH:28][C:24]([C:18]3[CH:23]=[CH:22][CH:21]=[CH:20][CH:19]=3)=[N:25]2)[CH:14]=1)[C:2]1[CH:7]=[CH:6][CH:5]=[CH:4][CH:3]=1. (5) The product is: [O:2]1[C:3]2[CH:9]=[CH:8][C:7]([O:10][CH2:16][CH2:15][CH2:14][Cl:13])=[CH:6][C:4]=2[O:5][CH2:1]1. Given the reactants [CH2:1]1[O:5][C:4]2[CH:6]=[C:7]([OH:10])[CH:8]=[CH:9][C:3]=2[O:2]1.[H-].[Na+].[Cl:13][CH2:14][CH2:15][CH2:16]I.[Na+].[Cl-], predict the reaction product. (6) Given the reactants [F:1][C:2]1[CH:3]=[C:4]2[C:10]3([CH2:15][CH2:14][NH:13][CH2:12][CH2:11]3)[C:9](=[O:16])[N:8]([CH3:17])[C:5]2=[CH:6][CH:7]=1.[Cl:18][C:19]1[CH:28]=[CH:27][C:26]([OH:29])=[C:25]2[C:20]=1[CH2:21][CH:22]([CH:37]=O)[N:23](C(OC(C)(C)C)=O)[CH2:24]2, predict the reaction product. The product is: [Cl:18][C:19]1[CH:28]=[CH:27][C:26]([OH:29])=[C:25]2[C:20]=1[CH2:21][CH:22]([CH2:37][N:13]1[CH2:12][CH2:11][C:10]3([C:4]4[C:5](=[CH:6][CH:7]=[C:2]([F:1])[CH:3]=4)[N:8]([CH3:17])[C:9]3=[O:16])[CH2:15][CH2:14]1)[NH:23][CH2:24]2. (7) Given the reactants [OH-].[Na+:2].[C:3]([C:6]1[CH:11]=[C:10]([CH3:12])[CH:9]=[C:8]([CH3:13])[C:7]=1[NH:14][C:15]([C:17]1[S:18][CH:19]=[CH:20][C:21]=1[S:22]([NH:25][C:26]1[O:30][N:29]=[C:28]([CH3:31])[C:27]=1[CH3:32])(=[O:24])=[O:23])=[O:16])(=[O:5])[CH3:4].O.O.O.O.O.O.O.[OH:40]P([O-])([O-])=O.[Na+].[Na+].O.[OH:48][P:49]([O-:52])([OH:51])=[O:50].[Na+], predict the reaction product. The product is: [C:3]([C:6]1[CH:11]=[C:10]([CH3:12])[CH:9]=[C:8]([CH3:13])[C:7]=1[NH:14][C:15]([C:17]1[S:18][CH:19]=[CH:20][C:21]=1[S:22]([NH:25][C:26]1[O:30][N:29]=[C:28]([CH3:31])[C:27]=1[CH3:32])(=[O:23])=[O:24])=[O:16])(=[O:5])[CH3:4].[OH-:40].[Na+:2].[C:3]([C:6]1[CH:11]=[C:10]([CH3:12])[CH:9]=[C:8]([CH3:13])[C:7]=1[NH:14][C:15]([C:17]1[S:18][CH:19]=[CH:20][C:21]=1[S:22]([NH:25][C:26]1[O:30][N:29]=[C:28]([CH3:31])[C:27]=1[CH3:32])(=[O:23])=[O:24])=[O:16])(=[O:5])[CH3:4].[P:49]([O-:52])([O-:51])([O-:50])=[O:48]. (8) The product is: [N+:1]([C:4]1[CH:8]=[CH:7][N:6]([CH2:12][C:13]2[CH:20]=[CH:19][C:16]([C:17]#[N:18])=[CH:15][CH:14]=2)[N:5]=1)([O-:3])=[O:2]. Given the reactants [N+:1]([C:4]1[CH:8]=[CH:7][NH:6][N:5]=1)([O-:3])=[O:2].[H-].[Na+].Br[CH2:12][C:13]1[CH:20]=[CH:19][C:16]([C:17]#[N:18])=[CH:15][CH:14]=1, predict the reaction product. (9) Given the reactants [Si]([O:8][CH2:9][CH2:10][C@@H:11]([N:20]1[CH:25]=[CH:24][C:23]([C:26]2[CH:31]=[CH:30][N:29]=[C:28]([NH:32][CH:33]3[CH2:38][CH2:37][O:36][CH2:35][CH2:34]3)[N:27]=2)=[CH:22][C:21]1=[O:39])[C:12]1[CH:17]=[CH:16][C:15]([Cl:18])=[C:14]([F:19])[CH:13]=1)(C(C)(C)C)(C)C.Cl, predict the reaction product. The product is: [Cl:18][C:15]1[CH:16]=[CH:17][C:12]([C@H:11]([N:20]2[CH:25]=[CH:24][C:23]([C:26]3[CH:31]=[CH:30][N:29]=[C:28]([NH:32][CH:33]4[CH2:34][CH2:35][O:36][CH2:37][CH2:38]4)[N:27]=3)=[CH:22][C:21]2=[O:39])[CH2:10][CH2:9][OH:8])=[CH:13][C:14]=1[F:19].